Dataset: Ames mutagenicity test results for genotoxicity prediction. Task: Regression/Classification. Given a drug SMILES string, predict its toxicity properties. Task type varies by dataset: regression for continuous values (e.g., LD50, hERG inhibition percentage) or binary classification for toxic/non-toxic outcomes (e.g., AMES mutagenicity, cardiotoxicity, hepatotoxicity). Dataset: ames. (1) The molecule is CCON(OC(C)=O)C(=O)c1ccccc1. The result is 1 (mutagenic). (2) The molecule is O=C1OC(O)C(C(Cl)Br)=C1Cl. The result is 1 (mutagenic). (3) The drug is Cc1cnc2cc(CO)c3c(nc(N)n3C)c2n1. The result is 1 (mutagenic).